Dataset: Reaction yield outcomes from USPTO patents with 853,638 reactions. Task: Predict the reaction yield, written as a fraction of the theoretical maximum amount of product (1.0 means a 100% yield; for example, 0.34 means a 34% yield). (1) The reactants are [Br:1][C:2]1[CH:7]=[CH:6][C:5]([N:8]2[C:12](C(O)=O)=[C:11]([CH3:16])[N:10]=[N:9]2)=[CH:4][CH:3]=1.[F:17][C:18]([F:29])([F:28])[C:19]1[CH:24]=[CH:23][CH:22]=[CH:21][C:20]=1[C@H:25]([OH:27])[CH3:26].C1(P(N=[N+]=[N-])(C2C=CC=CC=2)=[O:37])C=CC=CC=1.C([N:49]([CH2:52]C)CC)C. The catalyst is C1(C)C=CC=CC=1. The product is [F:17][C:18]([F:28])([F:29])[C:19]1[CH:24]=[CH:23][CH:22]=[CH:21][C:20]=1[C@H:25]([O:27][C:52](=[O:37])[NH:49][C:12]1[N:8]([C:5]2[CH:4]=[CH:3][C:2]([Br:1])=[CH:7][CH:6]=2)[N:9]=[N:10][C:11]=1[CH3:16])[CH3:26]. The yield is 0.599. (2) The reactants are C[N:2]([CH3:19])[CH:3]=[CH:4][C:5]([C:7]1[CH:8]=[C:9]([N:13]([CH2:17][CH3:18])[C:14](=[O:16])[CH3:15])[CH:10]=[CH:11][CH:12]=1)=O.N[C:21]1[C:25]([C:26]#[N:27])=C[NH:23][N:22]=1.P(=O)(O)(O)O. The catalyst is O.C(O)C. The product is [CH3:18][CH2:17][N:13]([C:14]([CH3:15])=[O:16])[C:9]1[CH:10]=[CH:11][CH:12]=[C:7]([C:5]2[N:23]3[N:22]=[CH:21][C:25]([C:26]#[N:27])=[C:19]3[N:2]=[CH:3][CH:4]=2)[CH:8]=1. The yield is 0.902. (3) The reactants are [OH-].[Na+].[CH2:3]([O:7][C:8]1[CH:13]=[C:12](/[CH:14]=[C:15](\[O:20][CH3:21])/[C:16]([O:18]C)=[O:17])[CH:11]=[CH:10][C:9]=1[C:22]1[CH:27]=[CH:26][CH:25]=[C:24]([N:28]([CH3:37])[C:29]([NH:31][CH2:32][CH2:33][CH2:34][CH2:35][CH3:36])=[O:30])[CH:23]=1)[CH2:4][CH2:5][CH3:6].Cl.O. The catalyst is O1CCCC1.C(OCC)(=O)C. The product is [CH2:3]([O:7][C:8]1[CH:13]=[C:12](/[CH:14]=[C:15](\[O:20][CH3:21])/[C:16]([OH:18])=[O:17])[CH:11]=[CH:10][C:9]=1[C:22]1[CH:27]=[CH:26][CH:25]=[C:24]([N:28]([CH3:37])[C:29]([NH:31][CH2:32][CH2:33][CH2:34][CH2:35][CH3:36])=[O:30])[CH:23]=1)[CH2:4][CH2:5][CH3:6]. The yield is 0.760. (4) The reactants are [NH2:1][C:2]1[N:3]=[C:4]([NH:17][CH:18]2[CH2:23][CH2:22][N:21]([S:24]([CH2:27][CH2:28][CH2:29]I)(=[O:26])=[O:25])[CH2:20][CH2:19]2)[S:5][C:6]=1[C:7]([C:9]1[C:14]([F:15])=[CH:13][CH:12]=[CH:11][C:10]=1[F:16])=[O:8].[CH3:31][C:32]1([CH3:38])[CH2:37][CH2:36][CH2:35][NH:34][CH2:33]1. The catalyst is CS(C)=O. The product is [NH2:1][C:2]1[N:3]=[C:4]([NH:17][CH:18]2[CH2:23][CH2:22][N:21]([S:24]([CH2:27][CH2:28][CH2:29][N:34]3[CH2:35][CH2:36][CH2:37][C:32]([CH3:38])([CH3:31])[CH2:33]3)(=[O:26])=[O:25])[CH2:20][CH2:19]2)[S:5][C:6]=1[C:7]([C:9]1[C:14]([F:15])=[CH:13][CH:12]=[CH:11][C:10]=1[F:16])=[O:8]. The yield is 0.500. (5) The reactants are C([O:4][C@H:5]1[C@@H:8]([CH:9]=[C:10]([CH3:12])[CH3:11])[NH:7][C:6]1=[O:13])(=O)C.C([O-])([O-])=O.[K+].[K+].N1C=CN=C1.[CH2:25]([Si:27](Cl)([CH2:30][CH3:31])[CH2:28][CH3:29])[CH3:26]. The catalyst is CO. The product is [CH2:25]([Si:27]([CH2:30][CH3:31])([CH2:28][CH3:29])[O:4][C@H:5]1[C@@H:8]([CH:9]=[C:10]([CH3:11])[CH3:12])[NH:7][C:6]1=[O:13])[CH3:26]. The yield is 0.300.